From a dataset of Retrosynthesis with 50K atom-mapped reactions and 10 reaction types from USPTO. Predict the reactants needed to synthesize the given product. (1) Given the product Cc1nc(-c2cn(Cc3ccc(C(F)(F)F)cc3)nn2)sc1C(=O)NCc1ccccc1, predict the reactants needed to synthesize it. The reactants are: C#Cc1nc(C)c(C(=O)NCc2ccccc2)s1.[N-]=[N+]=NCc1ccc(C(F)(F)F)cc1. (2) The reactants are: Fc1cccc(COc2ccc(Nc3ncnc4cccc(OC5CCNCC5)c34)cc2Cl)c1.NC(=O)CCl. Given the product NC(=O)CN1CCC(Oc2cccc3ncnc(Nc4ccc(OCc5cccc(F)c5)c(Cl)c4)c23)CC1, predict the reactants needed to synthesize it. (3) Given the product COc1nn(C)c(-c2c(F)cccc2F)c1C(O)c1ccc(F)cc1C, predict the reactants needed to synthesize it. The reactants are: COc1nn(C)c(-c2c(F)cccc2F)c1C=O.Cc1cc(F)ccc1[Mg+]. (4) Given the product OC(c1ccccc1)(c1ccc2c(c1)nnn2-c1ccc(F)cc1)C1CC1, predict the reactants needed to synthesize it. The reactants are: O=C(c1ccccc1)c1ccc2c(c1)nnn2-c1ccc(F)cc1.[Mg+]C1CC1. (5) Given the product CC(C(=O)OC1CC[N+](C)(C)CC1)(c1cccc(C#N)c1)C1CCCC1, predict the reactants needed to synthesize it. The reactants are: CI.CN1CCC(OC(=O)C(C)(c2cccc(C#N)c2)C2CCCC2)CC1. (6) Given the product COC(=O)n1cccc1, predict the reactants needed to synthesize it. The reactants are: COC(=O)Cl.c1cc[nH]c1. (7) Given the product CCn1ncc(-n2cc(C#Cc3cccc(C)c3)nc2C)cc1=O, predict the reactants needed to synthesize it. The reactants are: C#Cc1cccc(C)c1.CCn1ncc(-n2cc(I)nc2C)cc1=O. (8) Given the product CC(C)(C)[Si](C)(C)OCC=O, predict the reactants needed to synthesize it. The reactants are: CC(C)(C)[Si](C)(C)OCCO.